This data is from CYP2C19 inhibition data for predicting drug metabolism from PubChem BioAssay. The task is: Regression/Classification. Given a drug SMILES string, predict its absorption, distribution, metabolism, or excretion properties. Task type varies by dataset: regression for continuous measurements (e.g., permeability, clearance, half-life) or binary classification for categorical outcomes (e.g., BBB penetration, CYP inhibition). Dataset: cyp2c19_veith. (1) The molecule is O=C(c1csnn1)N1CCC2(CC1)CCN(c1cccc(-c3ccccc3)c1)CC2. The result is 0 (non-inhibitor). (2) The drug is CC(=O)N1CCC2(CC1)CCN(c1ccncc1)CC2. The result is 0 (non-inhibitor). (3) The compound is O=c1c(-c2ccccc2)nc2cnc(N3CCNCC3)nc2n1-c1ccccc1. The result is 0 (non-inhibitor). (4) The molecule is Cc1cc(-c2sccc2C)nc(-n2cccc2)n1. The result is 1 (inhibitor).